Dataset: CYP3A4 inhibition data for predicting drug metabolism from PubChem BioAssay. Task: Regression/Classification. Given a drug SMILES string, predict its absorption, distribution, metabolism, or excretion properties. Task type varies by dataset: regression for continuous measurements (e.g., permeability, clearance, half-life) or binary classification for categorical outcomes (e.g., BBB penetration, CYP inhibition). Dataset: cyp3a4_veith. (1) The result is 0 (non-inhibitor). The compound is N#CCCn1c(=O)c(-c2ccc(Cl)cc2)nc2cnc(N3CCOCC3)nc21. (2) The molecule is COc1ccccc1CN(Cc1cc2cc(C)cc(C)c2[nH]c1=O)Cc1nnnn1CC1CCCO1. The result is 1 (inhibitor). (3) The result is 0 (non-inhibitor). The molecule is COc1ccccc1CN1CC2(CCN(C(=O)c3cc(C(F)(F)F)cc(C(F)(F)F)c3)CC2)C1. (4) The drug is CCC/C=C(\CCC)C(NP(=O)(c1ccccc1)c1ccccc1)c1ccccc1. The result is 1 (inhibitor). (5) The molecule is O=C(NC(NC(=S)Nc1ccccc1)C(Cl)(Cl)Cl)c1cccc(Cl)c1. The result is 1 (inhibitor). (6) The molecule is NS(=O)(=O)c1cc2c(cc1Cl)N[C@@H](CC1CCCC1)NS2(=O)=O. The result is 0 (non-inhibitor). (7) The compound is Cc1nc(-c2ccc(-c3ccc(C(=O)N4CCc5cc6c(cc54)C4(CCN(C)CC4)CO6)cc3)c(C)c2)no1. The result is 0 (non-inhibitor). (8) The molecule is O[C@H](CNc1ccccn1)c1ccccc1. The result is 0 (non-inhibitor). (9) The compound is C/C(CC(=O)NCCCN1CCOCC1)=N\NC(=O)COc1ccc(Cl)cc1. The result is 1 (inhibitor). (10) The compound is COc1ccc(CCNC(=O)COc2ccc(S(=O)(=O)NC3CCCCC3)cc2Cl)cc1. The result is 1 (inhibitor).